The task is: Predict which catalyst facilitates the given reaction.. This data is from Catalyst prediction with 721,799 reactions and 888 catalyst types from USPTO. Reactant: [Br:1][C:2]1[CH:14]=[CH:13][C:5]([O:6][C:7]([CH3:12])([CH3:11])[C:8]([OH:10])=[O:9])=[CH:4][CH:3]=1.S(Cl)(Cl)=O.[CH3:19]O. Product: [Br:1][C:2]1[CH:3]=[CH:4][C:5]([O:6][C:7]([CH3:12])([CH3:11])[C:8]([O:10][CH3:19])=[O:9])=[CH:13][CH:14]=1. The catalyst class is: 170.